Predict the product of the given reaction. From a dataset of Forward reaction prediction with 1.9M reactions from USPTO patents (1976-2016). (1) Given the reactants Cl[C:2]1[N:9]=[C:8]([Cl:10])[C:7]([F:11])=[CH:6][C:3]=1[C:4]#[N:5].[F:12][C:13]([F:17])([F:16])[CH2:14][OH:15].[H-].[Na+].O, predict the reaction product. The product is: [Cl:10][C:8]1[C:7]([F:11])=[CH:6][C:3]([C:4]#[N:5])=[C:2]([O:15][CH2:14][C:13]([F:17])([F:16])[F:12])[N:9]=1. (2) Given the reactants [NH2:1][C:2]1[CH:3]=[C:4]2[C:8](=[CH:9][CH:10]=1)[N:7]([CH3:11])[CH:6]=[CH:5]2.[C:12](C1NC=CN=1)(C1NC=CN=1)=[S:13], predict the reaction product. The product is: [N:1]([C:2]1[CH:3]=[C:4]2[C:8](=[CH:9][CH:10]=1)[N:7]([CH3:11])[CH:6]=[CH:5]2)=[C:12]=[S:13]. (3) Given the reactants C(N(C(C)C)CC)(C)C.[CH2:10]([O:17][C:18]([NH:20][C@@H:21]([CH2:25][CH2:26][CH2:27][CH2:28][NH:29][C:30](=[O:33])[CH:31]=[CH2:32])[C:22]([OH:24])=O)=[O:19])[C:11]1[CH:16]=[CH:15][CH:14]=[CH:13][CH:12]=1.CN(C(ON1N=NC2C=CC=NC1=2)=[N+](C)C)C.F[P-](F)(F)(F)(F)F.C1C=CC2N(O)N=NC=2C=1.[Cl:68][C:69]1[CH:74]=[CH:73][CH:72]=[CH:71][C:70]=1[N:75]1[CH2:80][CH2:79][NH:78][CH2:77][CH2:76]1, predict the reaction product. The product is: [Cl:68][C:69]1[CH:74]=[CH:73][CH:72]=[CH:71][C:70]=1[N:75]1[CH2:80][CH2:79][N:78]([C:22](=[O:24])[C@@H:21]([NH:20][C:18](=[O:19])[O:17][CH2:10][C:11]2[CH:12]=[CH:13][CH:14]=[CH:15][CH:16]=2)[CH2:25][CH2:26][CH2:27][CH2:28][NH:29][C:30](=[O:33])[CH:31]=[CH2:32])[CH2:77][CH2:76]1. (4) Given the reactants [NH2:1][CH2:2][CH2:3][S:4][C:5]1[N:13]=[CH:12][C:11]([O:14][CH3:15])=[CH:10][C:6]=1[C:7](O)=[O:8].CCN=C=NCCCN(C)C.CCN(C(C)C)C(C)C, predict the reaction product. The product is: [CH3:15][O:14][C:11]1[CH:12]=[N:13][C:5]2[S:4][CH2:3][CH2:2][NH:1][C:7](=[O:8])[C:6]=2[CH:10]=1.